From a dataset of Forward reaction prediction with 1.9M reactions from USPTO patents (1976-2016). Predict the product of the given reaction. (1) Given the reactants [Si:1]([O:18][CH:19]1[CH2:22][N:21]([C:23]2[S:24][CH:25]=[C:26]([CH2:28][OH:29])[N:27]=2)[CH2:20]1)([C:14]([CH3:17])([CH3:16])[CH3:15])([C:8]1[CH:13]=[CH:12][CH:11]=[CH:10][CH:9]=1)[C:2]1[CH:7]=[CH:6][CH:5]=[CH:4][CH:3]=1, predict the reaction product. The product is: [Si:1]([O:18][CH:19]1[CH2:22][N:21]([C:23]2[S:24][CH:25]=[C:26]([CH:28]=[O:29])[N:27]=2)[CH2:20]1)([C:14]([CH3:17])([CH3:16])[CH3:15])([C:2]1[CH:3]=[CH:4][CH:5]=[CH:6][CH:7]=1)[C:8]1[CH:13]=[CH:12][CH:11]=[CH:10][CH:9]=1. (2) Given the reactants [Br:1][C:2]1[C:7]([O:8][CH2:9][CH:10]([NH:15]C(=O)OC(C)(C)C)[CH2:11][CH:12]([CH3:14])[CH3:13])=[CH:6][C:5]2[O:23][CH2:24][C:25]3[C:30]([C:4]=2[CH:3]=1)=[CH:29][CH:28]=[N:27][CH:26]=3.Cl.C(OCC)C, predict the reaction product. The product is: [Br:1][C:2]1[C:7]([O:8][CH2:9][CH:10]([NH2:15])[CH2:11][CH:12]([CH3:14])[CH3:13])=[CH:6][C:5]2[O:23][CH2:24][C:25]3[C:30]([C:4]=2[CH:3]=1)=[CH:29][CH:28]=[N:27][CH:26]=3. (3) Given the reactants Cl[C:2]1[NH:3][C:4]2[CH:10]=[CH:9][CH:8]=[CH:7][C:5]=2[N:6]=1.[F:11][C:12]1[CH:13]=[C:14]([CH:17]=[CH:18][C:19]=1[F:20])[CH2:15]Br.[F:21][C:22]([F:31])([F:30])[C:23]1[CH:29]=[CH:28][C:26]([NH2:27])=[CH:25][CH:24]=1, predict the reaction product. The product is: [F:11][C:12]1[CH:13]=[C:14]([CH:17]=[CH:18][C:19]=1[F:20])[CH2:15][N:6]1[C:5]2[CH:7]=[CH:8][CH:9]=[CH:10][C:4]=2[N:3]=[C:2]1[NH:27][C:26]1[CH:28]=[CH:29][C:23]([C:22]([F:21])([F:30])[F:31])=[CH:24][CH:25]=1. (4) Given the reactants [CH3:1][O:2][C:3]1[CH:23]=[CH:22][CH:21]=[C:20]([O:24][CH3:25])[C:4]=1[CH2:5][NH:6][C:7]([NH:9][C:10]1[S:11][CH:12]=[C:13]([CH:15]2[CH2:19][CH2:18][CH2:17][NH:16]2)[N:14]=1)=[NH:8].[CH2:26](Br)[C:27]1[CH:32]=[CH:31][CH:30]=[CH:29][CH:28]=1.C1(C2CCCCCCCCC=2)CCCCCCNNN=1, predict the reaction product. The product is: [CH2:26]([N:16]1[CH2:17][CH2:18][CH2:19][CH:15]1[C:13]1[N:14]=[C:10]([NH:9][C:7]([NH:6][CH2:5][C:4]2[C:3]([O:2][CH3:1])=[CH:23][CH:22]=[CH:21][C:20]=2[O:24][CH3:25])=[NH:8])[S:11][CH:12]=1)[C:27]1[CH:32]=[CH:31][CH:30]=[CH:29][CH:28]=1. (5) Given the reactants C(O[C:4]([C:6]1[CH:7]=[C:8]2[C:12](=[CH:13][CH:14]=1)[NH:11][N:10]=[C:9]2[C:15]1[CH:24]=[CH:23][C:22]2[C:17](=[CH:18][CH:19]=[C:20]([O:25][CH2:26][C:27]3[CH:32]=[CH:31][CH:30]=[CH:29][N:28]=3)[CH:21]=2)[CH:16]=1)=[NH:5])C.[CH3:33][CH:34]([CH3:40])[CH2:35][C:36]([NH:38][NH2:39])=O.C(N(CC)CC)C, predict the reaction product. The product is: [CH2:35]([C:36]1[NH:38][N:39]=[C:4]([C:6]2[CH:7]=[C:8]3[C:12](=[CH:13][CH:14]=2)[NH:11][N:10]=[C:9]3[C:15]2[CH:24]=[CH:23][C:22]3[C:17](=[CH:18][CH:19]=[C:20]([O:25][CH2:26][C:27]4[CH:32]=[CH:31][CH:30]=[CH:29][N:28]=4)[CH:21]=3)[CH:16]=2)[N:5]=1)[CH:34]([CH3:40])[CH3:33]. (6) Given the reactants [CH:1]([C:4]1[CH:5]=[CH:6][C:7](N)=[N:8][CH:9]=1)([CH3:3])[CH3:2].N([O-])=O.[Na+].[Br:15]Br.[OH-].[Na+], predict the reaction product. The product is: [Br:15][C:7]1[CH:6]=[CH:5][C:4]([CH:1]([CH3:3])[CH3:2])=[CH:9][N:8]=1.